From a dataset of hERG potassium channel inhibition data for cardiac toxicity prediction from Karim et al.. Regression/Classification. Given a drug SMILES string, predict its toxicity properties. Task type varies by dataset: regression for continuous values (e.g., LD50, hERG inhibition percentage) or binary classification for toxic/non-toxic outcomes (e.g., AMES mutagenicity, cardiotoxicity, hepatotoxicity). Dataset: herg_karim. (1) The compound is Cc1ccc(C2CCN(CCC3CCOc4ccccc43)CC2)cc1C. The result is 1 (blocker). (2) The result is 0 (non-blocker). The molecule is Cc1c(N2CCC(C(C)NCCC#N)C2)c(F)cc2c(=O)c(C(=O)O)cn(C3CC3)c12. (3) The molecule is C[C@@H](N1CCc2nc(-c3cncnc3)sc2C1)[C@](O)(Cn1cncn1)c1ccc(F)cc1F.O.O=S(=O)(O)O. The result is 0 (non-blocker). (4) The compound is CC(=O)NCCc1ccccc1-c1ccc([C@H]2CNCC[C@@]23OCc2cc(F)c(F)cc23)c(C)c1. The result is 1 (blocker). (5) The molecule is CC1(C)CCc2cc(S(=O)(=O)N(CC(=O)O)C3(c4cccc(-c5cc(Cl)cc(Cl)c5)c4)CCC3)ccc2O1. The result is 0 (non-blocker). (6) The result is 0 (non-blocker). The compound is O=S(=O)(NCCN1CC2CN(CCc3ccc(F)cc3)CC(C1)O2)c1ccc(F)cc1. (7) The drug is O=C(NCc1ccc(Cl)cc1Cl)N1CCN(Cc2ccn(-c3ccc(C(F)(F)F)cc3)c2)CC1. The result is 1 (blocker).